From a dataset of Catalyst prediction with 721,799 reactions and 888 catalyst types from USPTO. Predict which catalyst facilitates the given reaction. (1) Reactant: [CH3:1][O:2][C:3]1[CH:4]=[CH:5][C:6]2[N:7]([C:9]([CH:18]([CH:20]3[CH2:25][CH2:24][NH:23][CH2:22][CH2:21]3)[CH3:19])=[C:10]([CH3:17])[C:11]=2[C:12]([O:14][CH2:15][CH3:16])=[O:13])[N:8]=1.Cl[CH2:27][C:28](=[O:30])[CH3:29].C(=O)([O-])[O-].[K+].[K+]. Product: [CH3:1][O:2][C:3]1[CH:4]=[CH:5][C:6]2[N:7]([C:9]([CH:18]([CH:20]3[CH2:21][CH2:22][N:23]([CH2:27][C:28](=[O:30])[CH3:29])[CH2:24][CH2:25]3)[CH3:19])=[C:10]([CH3:17])[C:11]=2[C:12]([O:14][CH2:15][CH3:16])=[O:13])[N:8]=1. The catalyst class is: 9. (2) Reactant: C([O:3][C:4](=[O:21])[C:5]1[CH:10]=[CH:9][C:8]([O:11][CH3:12])=[C:7]([O:13][CH2:14][CH2:15][CH2:16][C:17]([F:20])([F:19])[F:18])[CH:6]=1)C.[OH-].[Na+].Cl. Product: [CH3:12][O:11][C:8]1[CH:9]=[CH:10][C:5]([C:4]([OH:21])=[O:3])=[CH:6][C:7]=1[O:13][CH2:14][CH2:15][CH2:16][C:17]([F:18])([F:20])[F:19]. The catalyst class is: 1.